Dataset: Peptide-MHC class I binding affinity with 185,985 pairs from IEDB/IMGT. Task: Regression. Given a peptide amino acid sequence and an MHC pseudo amino acid sequence, predict their binding affinity value. This is MHC class I binding data. (1) The binding affinity (normalized) is 0. The MHC is HLA-A01:01 with pseudo-sequence HLA-A01:01. The peptide sequence is KAFSPEVI. (2) The peptide sequence is ISIPGDGKF. The MHC is HLA-A01:01 with pseudo-sequence HLA-A01:01. The binding affinity (normalized) is 0.0847. (3) The peptide sequence is FIDGISLGL. The MHC is HLA-A02:17 with pseudo-sequence HLA-A02:17. The binding affinity (normalized) is 0.628. (4) The peptide sequence is VWAPLILAYFPVF. The MHC is HLA-B44:02 with pseudo-sequence HLA-B44:02. The binding affinity (normalized) is 0.